From a dataset of NCI-60 drug combinations with 297,098 pairs across 59 cell lines. Regression. Given two drug SMILES strings and cell line genomic features, predict the synergy score measuring deviation from expected non-interaction effect. (1) Drug 1: C1CCN(CC1)CCOC2=CC=C(C=C2)C(=O)C3=C(SC4=C3C=CC(=C4)O)C5=CC=C(C=C5)O. Drug 2: CC1C(C(CC(O1)OC2CC(CC3=C2C(=C4C(=C3O)C(=O)C5=C(C4=O)C(=CC=C5)OC)O)(C(=O)C)O)N)O.Cl. Cell line: MCF7. Synergy scores: CSS=29.3, Synergy_ZIP=-1.87, Synergy_Bliss=1.40, Synergy_Loewe=4.33, Synergy_HSA=5.06. (2) Drug 1: C(CC(=O)O)C(=O)CN.Cl. Drug 2: C1=CN(C=N1)CC(O)(P(=O)(O)O)P(=O)(O)O. Cell line: NCI/ADR-RES. Synergy scores: CSS=1.56, Synergy_ZIP=2.21, Synergy_Bliss=4.81, Synergy_Loewe=1.98, Synergy_HSA=0.734. (3) Drug 1: CC(C)(C#N)C1=CC(=CC(=C1)CN2C=NC=N2)C(C)(C)C#N. Drug 2: C1=CC=C(C=C1)NC(=O)CCCCCCC(=O)NO. Cell line: SK-MEL-28. Synergy scores: CSS=7.09, Synergy_ZIP=-4.77, Synergy_Bliss=-8.11, Synergy_Loewe=-18.2, Synergy_HSA=-17.1. (4) Drug 2: CCC1(CC2CC(C3=C(CCN(C2)C1)C4=CC=CC=C4N3)(C5=C(C=C6C(=C5)C78CCN9C7C(C=CC9)(C(C(C8N6C=O)(C(=O)OC)O)OC(=O)C)CC)OC)C(=O)OC)O.OS(=O)(=O)O. Drug 1: CC1C(C(CC(O1)OC2CC(CC3=C2C(=C4C(=C3O)C(=O)C5=C(C4=O)C(=CC=C5)OC)O)(C(=O)C)O)N)O.Cl. Synergy scores: CSS=34.2, Synergy_ZIP=-4.43, Synergy_Bliss=-0.365, Synergy_Loewe=-12.1, Synergy_HSA=1.32. Cell line: NCI-H522. (5) Drug 1: CS(=O)(=O)OCCCCOS(=O)(=O)C. Drug 2: CC1C(C(CC(O1)OC2CC(CC3=C2C(=C4C(=C3O)C(=O)C5=C(C4=O)C(=CC=C5)OC)O)(C(=O)CO)O)N)O.Cl. Cell line: NCIH23. Synergy scores: CSS=41.9, Synergy_ZIP=-0.925, Synergy_Bliss=-0.0103, Synergy_Loewe=-24.5, Synergy_HSA=2.18. (6) Drug 1: CC1C(C(=O)NC(C(=O)N2CCCC2C(=O)N(CC(=O)N(C(C(=O)O1)C(C)C)C)C)C(C)C)NC(=O)C3=C4C(=C(C=C3)C)OC5=C(C(=O)C(=C(C5=N4)C(=O)NC6C(OC(=O)C(N(C(=O)CN(C(=O)C7CCCN7C(=O)C(NC6=O)C(C)C)C)C)C(C)C)C)N)C. Drug 2: C1CC(C1)(C(=O)O)C(=O)O.[NH2-].[NH2-].[Pt+2]. Cell line: NCI-H226. Synergy scores: CSS=10.3, Synergy_ZIP=-0.956, Synergy_Bliss=2.56, Synergy_Loewe=-4.64, Synergy_HSA=2.90. (7) Drug 1: CS(=O)(=O)C1=CC(=C(C=C1)C(=O)NC2=CC(=C(C=C2)Cl)C3=CC=CC=N3)Cl. Drug 2: CC1C(C(CC(O1)OC2CC(CC3=C2C(=C4C(=C3O)C(=O)C5=C(C4=O)C(=CC=C5)OC)O)(C(=O)C)O)N)O.Cl. Cell line: EKVX. Synergy scores: CSS=49.2, Synergy_ZIP=13.1, Synergy_Bliss=15.7, Synergy_Loewe=13.4, Synergy_HSA=16.5.